From a dataset of Reaction yield outcomes from USPTO patents with 853,638 reactions. Predict the reaction yield, written as a fraction of the theoretical maximum amount of product (1.0 means a 100% yield; for example, 0.34 means a 34% yield). (1) The reactants are [Cl:1][C:2]1[CH:7]=[CH:6][C:5]([CH2:8][C:9]#[N:10])=[CH:4][C:3]=1[OH:11].C([O-])([O-])=O.[K+].[K+].[CH:18]1[CH:23]=[CH:22][C:21]([CH2:24]Br)=[CH:20][CH:19]=1. The catalyst is CC#N. The product is [CH2:24]([O:11][C:3]1[CH:4]=[C:5]([CH2:8][C:9]#[N:10])[CH:6]=[CH:7][C:2]=1[Cl:1])[C:21]1[CH:22]=[CH:23][CH:18]=[CH:19][CH:20]=1. The yield is 0.600. (2) The reactants are [C:1]([O:5][C:6]([N:8]1[CH2:20][CH2:19][C:18]2[C:17]3[C:12](=[CH:13][C:14](Br)=[CH:15][CH:16]=3)[N:11]([CH3:22])[C:10]=2[CH2:9]1)=[O:7])([CH3:4])([CH3:3])[CH3:2].[N:23]1[C:24]([CH2:32][O:33][C:34]2[CH:39]=[CH:38][NH:37][C:36](=[O:40])[CH:35]=2)=[CH:25][N:26]2[CH:31]=[CH:30][CH:29]=[CH:28][C:27]=12.C([O-])([O-])=O.[Cs+].[Cs+].OC1C=CC=C2C=1N=CC=C2. The catalyst is CS(C)=O.[Cu](I)I. The product is [C:1]([O:5][C:6]([N:8]1[CH2:20][CH2:19][C:18]2[C:17]3[C:12](=[CH:13][C:14]([N:37]4[CH:38]=[CH:39][C:34]([O:33][CH2:32][C:24]5[N:23]=[C:27]6[CH:28]=[CH:29][CH:30]=[CH:31][N:26]6[CH:25]=5)=[CH:35][C:36]4=[O:40])=[CH:15][CH:16]=3)[N:11]([CH3:22])[C:10]=2[CH2:9]1)=[O:7])([CH3:4])([CH3:3])[CH3:2]. The yield is 0.400. (3) The reactants are [N:1]1[CH:6]=[CH:5][N:4]=[CH:3][C:2]=1[NH2:7].CS(C)=O.[F:12][C:13]1[CH:14]=[C:15]([C:23]2[CH:28]=[CH:27][C:26]([N:29]3[C:38]4[C:33](=[CH:34][C:35]([S:39](OC5C(F)=C(F)C(F)=C(F)C=5F)(=[O:41])=[O:40])=[CH:36][CH:37]=4)[CH:32]=[CH:31][C:30]3=[O:54])=[C:25]([O:55][CH3:56])[CH:24]=2)[CH:16]=[C:17]([C:19]([F:22])([F:21])[F:20])[CH:18]=1.C[Si]([N-][Si](C)(C)C)(C)C.[Li+]. The catalyst is C(OCC)(=O)C.C1COCC1. The product is [F:12][C:13]1[CH:14]=[C:15]([C:23]2[CH:28]=[CH:27][C:26]([N:29]3[C:38]4[C:33](=[CH:34][C:35]([S:39]([NH:7][C:2]5[CH:3]=[N:4][CH:5]=[CH:6][N:1]=5)(=[O:40])=[O:41])=[CH:36][CH:37]=4)[CH:32]=[CH:31][C:30]3=[O:54])=[C:25]([O:55][CH3:56])[CH:24]=2)[CH:16]=[C:17]([C:19]([F:20])([F:21])[F:22])[CH:18]=1. The yield is 0.707. (4) The catalyst is C(OCC)(=O)C.[Cl-].[NH4+]. The yield is 0.880. The product is [NH:10]1[CH:14]=[C:13]([C:15]2[C:16]3[CH:23]=[CH:22][N:21]([CH2:24][O:25][CH2:26][CH2:27][Si:28]([CH3:31])([CH3:30])[CH3:29])[C:17]=3[N:18]=[CH:19][N:20]=2)[CH:12]=[N:11]1. The reactants are C1([C@@H]([N:10]2[CH:14]=[C:13]([C:15]3[C:16]4[CH:23]=[CH:22][N:21]([CH2:24][O:25][CH2:26][CH2:27][Si:28]([CH3:31])([CH3:30])[CH3:29])[C:17]=4[N:18]=[CH:19][N:20]=3)[CH:12]=[N:11]2)CC#N)CCCC1.C(#N)C.CC(C)([O-])C.[K+].C1COCC1. (5) The reactants are [C]=O.Cl[C:4]1[C:5]2[N:6]([C:10]([C:13]3[CH:18]=[CH:17][C:16]([NH:19][C:20](=[O:26])[O:21][C:22]([CH3:25])([CH3:24])[CH3:23])=[CH:15][CH:14]=3)=[N:11][N:12]=2)[CH:7]=[CH:8][N:9]=1.C1C=CC(P(C2C=CC=CC=2)CCCP(C2C=CC=CC=2)C2C=CC=CC=2)=CC=1.CCN(CC)CC. The catalyst is CCOC(C)=O.CC([O-])=O.CC([O-])=O.[Pd+2].CO.CS(C)=O. The product is [C:22]([O:21][C:20]([NH:19][C:16]1[CH:17]=[CH:18][C:13]([C:10]2[N:6]3[CH:7]=[CH:8][N:9]=[C:4]([C:20]([O:21][CH3:22])=[O:26])[C:5]3=[N:12][N:11]=2)=[CH:14][CH:15]=1)=[O:26])([CH3:25])([CH3:24])[CH3:23]. The yield is 0.170. (6) The reactants are [OH:1][C@@H:2]([CH3:7])[CH2:3][C:4]([OH:6])=[O:5].O1[B:13]([C@@H:14]([NH:19][C:20](=[O:38])[C@@H:21]([NH:29][C:30]([C:32]2[CH:37]=[N:36][CH:35]=[CH:34][N:33]=2)=[O:31])[CH2:22][C:23]2[CH:28]=[CH:27][CH:26]=[CH:25][CH:24]=2)[CH2:15][CH:16]([CH3:18])[CH3:17])O[B:13]([C@@H:14]([NH:19][C:20](=[O:38])[C@@H:21]([NH:29][C:30]([C:32]2[CH:37]=[N:36][CH:35]=[CH:34][N:33]=2)=[O:31])[CH2:22][C:23]2[CH:28]=[CH:27][CH:26]=[CH:25][CH:24]=2)[CH2:15][CH:16]([CH3:18])[CH3:17])O[B:13]1[C@@H:14]([NH:19][C:20](=[O:38])[C@@H:21]([NH:29][C:30]([C:32]1[CH:37]=[N:36][CH:35]=[CH:34][N:33]=1)=[O:31])[CH2:22][C:23]1[CH:28]=[CH:27][CH:26]=[CH:25][CH:24]=1)[CH2:15][CH:16]([CH3:18])[CH3:17]. The catalyst is CCOC(C)=O. The product is [CH2:22]([C@H:21]([NH:29][C:30]([C:32]1[CH:37]=[N:36][CH:35]=[CH:34][N:33]=1)=[O:31])[C:20]([NH:19][C@H:14]([B:13]1[O:1][C@@H:2]([CH3:7])[CH2:3][C:4](=[O:6])[O:5]1)[CH2:15][CH:16]([CH3:18])[CH3:17])=[O:38])[C:23]1[CH:28]=[CH:27][CH:26]=[CH:25][CH:24]=1. The yield is 0.960. (7) The reactants are [ClH:1].O1CCOCC1.[F:8][C:9]1[CH:10]=[C:11]([CH:37]=[CH:38][CH:39]=1)[O:12][CH2:13][CH:14]1[CH2:19][N:18](C(OC(C)(C)C)=O)[CH2:17][CH2:16][N:15]1[C:27]([O:29][C:30]1[CH:35]=[CH:34][C:33]([Cl:36])=[CH:32][CH:31]=1)=[O:28]. The catalyst is CO. The product is [ClH:36].[ClH:1].[F:8][C:9]1[CH:10]=[C:11]([CH:37]=[CH:38][CH:39]=1)[O:12][CH2:13][CH:14]1[CH2:19][NH:18][CH2:17][CH2:16][N:15]1[C:27]([O:29][C:30]1[CH:35]=[CH:34][C:33]([Cl:36])=[CH:32][CH:31]=1)=[O:28]. The yield is 0.990. (8) The reactants are [CH3:1][O:2][CH2:3][CH2:4][N:5]1[C:13]2[C:8](=[CH:9][C:10]([NH:14][C:15]3[N:16]=[C:17]([O:24][C:25]4[CH:30]=[CH:29][CH:28]=[C:27]([N+:31]([O-])=O)[CH:26]=4)[C:18]4[CH:23]=[CH:22][NH:21][C:19]=4[N:20]=3)=[CH:11][CH:12]=2)[CH2:7][CH2:6]1.[H][H]. The catalyst is C1COCC1.O=[Pt]=O. The product is [NH2:31][C:27]1[CH:26]=[C:25]([CH:30]=[CH:29][CH:28]=1)[O:24][C:17]1[C:18]2[CH:23]=[CH:22][NH:21][C:19]=2[N:20]=[C:15]([NH:14][C:10]2[CH:9]=[C:8]3[C:13](=[CH:12][CH:11]=2)[N:5]([CH2:4][CH2:3][O:2][CH3:1])[CH2:6][CH2:7]3)[N:16]=1. The yield is 0.838.